This data is from Catalyst prediction with 721,799 reactions and 888 catalyst types from USPTO. The task is: Predict which catalyst facilitates the given reaction. (1) Reactant: [CH2:1]([N:4]([CH2:8][C:9]1[CH:10]=[C:11]([C:29](OCC)=[O:30])[C:12](=[O:28])[N:13]2[C:18]=1[CH:17]=[CH:16][CH:15]=[C:14]2[C:19]1[C:24]([CH3:25])=[CH:23][C:22]([CH3:26])=[CH:21][C:20]=1[CH3:27])[CH2:5][CH2:6][CH3:7])[CH2:2][CH3:3].[H-].C([Al+]CC(C)C)C(C)C.CO.[C@H](O)(C([O-])=O)[C@@H](O)C([O-])=O.[Na+].[K+]. Product: [CH2:1]([N:4]([CH2:8][C:9]1[CH:10]=[C:11]([CH2:29][OH:30])[C:12](=[O:28])[N:13]2[C:18]=1[CH:17]=[CH:16][CH:15]=[C:14]2[C:19]1[C:24]([CH3:25])=[CH:23][C:22]([CH3:26])=[CH:21][C:20]=1[CH3:27])[CH2:5][CH2:6][CH3:7])[CH2:2][CH3:3]. The catalyst class is: 7. (2) Reactant: CSC.B.[F:5][C:6]1[CH:11]=[CH:10][CH:9]=[CH:8][C:7]=1[CH2:12][CH2:13][C:14](O)=[O:15]. Product: [F:5][C:6]1[CH:11]=[CH:10][CH:9]=[CH:8][C:7]=1[CH2:12][CH2:13][CH2:14][OH:15]. The catalyst class is: 7. (3) Reactant: [CH2:1]([C:3]1[CH:4]=[CH:5][C:6](/[C:9](=N/OC)/[CH2:10][O:11][C:12]2[CH:25]=[CH:24][C:15]([CH2:16][CH:17]3[S:21][C:20](=[O:22])[NH:19][C:18]3=[O:23])=[CH:14][CH:13]=2)=[N:7][CH:8]=1)[CH3:2].C(O)(=O)C(C)=[O:31]. Product: [CH2:1]([C:3]1[CH:4]=[CH:5][C:6]([C:9](=[O:31])[CH2:10][O:11][C:12]2[CH:25]=[CH:24][C:15]([CH2:16][CH:17]3[S:21][C:20](=[O:22])[NH:19][C:18]3=[O:23])=[CH:14][CH:13]=2)=[N:7][CH:8]=1)[CH3:2]. The catalyst class is: 33. (4) Reactant: [CH2:1]([N:3]([CH2:15][CH3:16])[CH2:4]/[CH:5]=[CH:6]\[CH2:7][NH:8][C:9]1[CH2:13][S:12][C:11](=[O:14])[N:10]=1)[CH3:2].[F:17][C:18]([F:39])([F:38])[C:19]1[CH:33]=[C:32]([C:34]([F:37])([F:36])[F:35])[CH:31]=[CH:30][C:20]=1[CH2:21][N:22]1[CH2:27][CH2:26][CH:25]([CH:28]=O)[CH2:24][CH2:23]1.C([O-])(=O)C.[NH2+]1CCCCC1. Product: [F:39][C:18]([F:17])([F:38])[C:19]1[CH:33]=[C:32]([C:34]([F:37])([F:36])[F:35])[CH:31]=[CH:30][C:20]=1[CH2:21][N:22]1[CH2:27][CH2:26][CH:25](/[CH:28]=[C:13]2/[C:9]([NH:8][CH2:7]/[CH:6]=[CH:5]\[CH2:4][N:3]([CH2:1][CH3:2])[CH2:15][CH3:16])=[N:10][C:11](=[O:14])[S:12]/2)[CH2:24][CH2:23]1. The catalyst class is: 41. (5) Reactant: [NH:1]1[CH:5]=[CH:4][N:3]=[C:2]1[CH2:6][CH:7]1[C:16]2[C:11](=[CH:12][CH:13]=[CH:14][CH:15]=2)[N:10](S(C2C=CC(C)=CC=2)(=O)=O)[CH2:9][CH2:8]1.Br.C1(OC)C=CC=CC=1.[OH-].[Na+]. The catalyst class is: 342. Product: [NH:1]1[CH:5]=[CH:4][N:3]=[C:2]1[CH2:6][CH:7]1[C:16]2[C:11](=[CH:12][CH:13]=[CH:14][CH:15]=2)[NH:10][CH2:9][CH2:8]1. (6) Reactant: [CH2:1]([C:3]12[CH2:17][CH2:16][C:11]3([O:15][CH2:14][CH2:13][O:12]3)[CH2:10][CH:9]1[CH2:8][CH2:7][O:6][C:5]1[CH:18]=[C:19]([NH2:23])[C:20]([CH3:22])=[CH:21][C:4]2=1)[CH3:2].[C:24]([O-:27])(=O)[CH3:25].[K+].C(OC(=O)C)(=O)C.C1OCCOCCOCCOCCOCCOC1.[N:54](OCCC(C)C)=O. Product: [CH2:1]([C@:3]12[CH2:17][CH2:16][C:11]3([O:15][CH2:14][CH2:13][O:12]3)[CH2:10][C@H:9]1[CH2:8][CH2:7][O:6][C:5]1[C:4]2=[CH:21][C:20]2[CH:22]=[N:54][N:23]([C:24](=[O:27])[CH3:25])[C:19]=2[CH:18]=1)[CH3:2]. The catalyst class is: 22.